From a dataset of Forward reaction prediction with 1.9M reactions from USPTO patents (1976-2016). Predict the product of the given reaction. (1) Given the reactants C([NH:4][C@:5]1([C:41](=[O:47])NC(C)(C)C)[C@@H:9]([CH2:10][CH2:11][CH2:12][B:13]2[O:17]C(C)(C)C(C)(C)[O:14]2)[CH2:8][N:7]([CH2:22][CH:23]2[CH2:32][C:31]3[C:26](=[CH:27][C:28]([Cl:33])=[CH:29][CH:30]=3)[CH2:25][N:24]2C(OC(C)(C)C)=O)[CH2:6]1)(=O)C.[ClH:48].[OH2:49], predict the reaction product. The product is: [ClH:33].[ClH:48].[ClH:33].[NH2:4][C@:5]1([C:41]([OH:49])=[O:47])[C@@H:9]([CH2:10][CH2:11][CH2:12][B:13]([OH:14])[OH:17])[CH2:8][N:7]([CH2:22][CH:23]2[CH2:32][C:31]3[C:26](=[CH:27][C:28]([Cl:33])=[CH:29][CH:30]=3)[CH2:25][NH:24]2)[CH2:6]1. (2) Given the reactants C[O:2][C:3](=[O:26])[C:4]1[CH:9]=[CH:8][CH:7]=[C:6]([NH:10][C:11](=[O:25])[CH2:12][C:13]2[CH:18]=[CH:17][C:16]([C:19]3[CH:24]=[CH:23][CH:22]=[CH:21][CH:20]=3)=[CH:15][CH:14]=2)[CH:5]=1.Cl, predict the reaction product. The product is: [C:16]1([C:19]2[CH:20]=[CH:21][CH:22]=[CH:23][CH:24]=2)[CH:17]=[CH:18][C:13]([CH2:12][C:11]([NH:10][C:6]2[CH:5]=[C:4]([CH:9]=[CH:8][CH:7]=2)[C:3]([OH:26])=[O:2])=[O:25])=[CH:14][CH:15]=1.